The task is: Predict which catalyst facilitates the given reaction.. This data is from Catalyst prediction with 721,799 reactions and 888 catalyst types from USPTO. (1) Reactant: [CH3:1][N:2]([CH3:15])[S:3]([C:6]1[C:11]([Cl:12])=[CH:10][CH:9]=[C:8]([NH2:13])[C:7]=1[OH:14])(=[O:5])=[O:4].[Cl:16][C:17]1[C:22]([Cl:23])=[CH:21][CH:20]=[CH:19][C:18]=1[N:24]=[C:25]=[S:26]. Product: [Cl:12][C:11]1[CH:10]=[CH:9][C:8]([NH:13][C:25]([NH:24][C:18]2[CH:19]=[CH:20][CH:21]=[C:22]([Cl:23])[C:17]=2[Cl:16])=[S:26])=[C:7]([OH:14])[C:6]=1[S:3]([N:2]([CH3:15])[CH3:1])(=[O:5])=[O:4]. The catalyst class is: 9. (2) Product: [CH:4]([NH:7][C:8]1[N:13]=[C:12]([C:14](=[N:2][OH:3])[CH3:15])[CH:11]=[C:10]([CH3:17])[N:9]=1)([CH3:6])[CH3:5]. Reactant: Cl.[NH2:2][OH:3].[CH:4]([NH:7][C:8]1[N:13]=[C:12]([C:14](=O)[CH3:15])[CH:11]=[C:10]([CH3:17])[N:9]=1)([CH3:6])[CH3:5].CO. The catalyst class is: 801. (3) Reactant: C[O:2][C:3]([C:5]1[S:6][C:7]([CH:11]=[C:12]([CH3:14])[CH3:13])=[C:8]([CH3:10])[CH:9]=1)=[O:4].[Li+].[OH-]. Product: [CH3:10][C:8]1[CH:9]=[C:5]([C:3]([OH:4])=[O:2])[S:6][C:7]=1[CH:11]=[C:12]([CH3:14])[CH3:13]. The catalyst class is: 459. (4) Product: [CH3:21][C:22]1[C:26]([CH2:27][C:28](=[O:40])[N:29]2[CH2:33][CH2:32][CH2:31][C@H:30]2[CH2:34][N:35]2[CH2:39][CH2:38][CH2:37][CH2:36]2)=[C:25]([CH3:41])[NH:24][C:23]=1/[CH:42]=[C:14]1\[C:15](=[O:20])[NH:16][C:17]2[C:13]\1=[CH:12][C:11]([S:8]([CH2:7][C:1]1[CH:2]=[CH:3][CH:4]=[CH:5][CH:6]=1)(=[O:10])=[O:9])=[CH:19][CH:18]=2. Reactant: [C:1]1([CH2:7][S:8]([C:11]2[CH:12]=[C:13]3[C:17](=[CH:18][CH:19]=2)[NH:16][C:15](=[O:20])[CH2:14]3)(=[O:10])=[O:9])[CH:6]=[CH:5][CH:4]=[CH:3][CH:2]=1.[CH3:21][C:22]1[C:26]([CH2:27][C:28](=[O:40])[N:29]2[CH2:33][CH2:32][CH2:31][C@H:30]2[CH2:34][N:35]2[CH2:39][CH2:38][CH2:37][CH2:36]2)=[C:25]([CH3:41])[NH:24][C:23]=1[CH:42]=O.N1CCCCC1. The catalyst class is: 8.